From a dataset of Reaction yield outcomes from USPTO patents with 853,638 reactions. Predict the reaction yield, written as a fraction of the theoretical maximum amount of product (1.0 means a 100% yield; for example, 0.34 means a 34% yield). (1) The reactants are [Br:1][C:2]1[CH:3]=[C:4]([N:8]2[C:16]3[CH:15]=[C:14](Cl)[N:13]=[CH:12][C:11]=3[C:10]([C:18]([NH2:20])=[O:19])=[N:9]2)[CH:5]=[CH:6][CH:7]=1.Cl.[NH:22]1[CH2:26][CH2:25][C@@H:24]([OH:27])[CH2:23]1. No catalyst specified. The product is [Br:1][C:2]1[CH:3]=[C:4]([N:8]2[C:16]3[CH:15]=[C:14]([N:22]4[CH2:26][CH2:25][C@@H:24]([OH:27])[CH2:23]4)[N:13]=[CH:12][C:11]=3[C:10]([C:18]([NH2:20])=[O:19])=[N:9]2)[CH:5]=[CH:6][CH:7]=1. The yield is 0.610. (2) The reactants are CC([Si](C)(C)[O:6][CH:7]1[CH2:31][CH2:30][C:10]2([CH2:14][N:13]([C:15]([O:17][CH2:18][C:19]3[CH:24]=[CH:23][CH:22]=[CH:21][CH:20]=3)=[O:16])[CH:12]([C:25]([O:27][CH2:28][CH3:29])=[O:26])[CH2:11]2)[CH2:9][CH2:8]1)(C)C.C(O)(=O)C.CCCC[N+](CCCC)(CCCC)CCCC.[F-].C1C=CN=CC=1.F.C([O-])(O)=O.[Na+].C(=O)([O-])[O-].[K+].[K+]. The catalyst is C1COCC1. The product is [OH:6][CH:7]1[CH2:8][CH2:9][C:10]2([CH2:14][N:13]([C:15]([O:17][CH2:18][C:19]3[CH:24]=[CH:23][CH:22]=[CH:21][CH:20]=3)=[O:16])[CH:12]([C:25]([O:27][CH2:28][CH3:29])=[O:26])[CH2:11]2)[CH2:30][CH2:31]1. The yield is 1.00. (3) The reactants are [Cl:1][C:2]1[N:7]=[C:6](Cl)[C:5]([CH3:9])=[CH:4][N:3]=1.[N:10]1([C:16]([O:18][C:19]([CH3:22])([CH3:21])[CH3:20])=[O:17])[CH2:15][CH2:14][NH:13][CH2:12][CH2:11]1.CCN(C(C)C)C(C)C. The catalyst is CN(C=O)C.O. The product is [Cl:1][C:2]1[N:7]=[C:6]([N:13]2[CH2:12][CH2:11][N:10]([C:16]([O:18][C:19]([CH3:22])([CH3:21])[CH3:20])=[O:17])[CH2:15][CH2:14]2)[C:5]([CH3:9])=[CH:4][N:3]=1. The yield is 0.960. (4) The reactants are [O:1]=[C:2]1[C:10]2(C3C(=CC4OCCOC=4C=3)[O:12][CH2:11]2)[C:9]2[C:4](=[CH:5][CH:6]=[CH:7][CH:8]=2)[N:3]1[CH2:23][C:24]1[C:29](C(O)=O)=[CH:28][CH:27]=[CH:26][N:25]=1.P(N=[N+]=[N-])(=O)([O:41][C:42]1[CH:47]=[CH:46][CH:45]=[CH:44][CH:43]=1)[O:41][C:42]1[CH:47]=[CH:46][CH:45]=[CH:44][CH:43]=1.C([N:54](CC)CC)C.[C:59]([OH:63])(C)(C)[CH3:60].[BrH:64].C(O)(=O)C. The catalyst is C(OCC)(=O)C.C1(C)C=CC=CC=1. The product is [BrH:64].[NH2:54][C:29]1[C:24]([CH2:23][N:3]2[C:4]3[C:9](=[CH:8][CH:7]=[CH:6][CH:5]=3)[C:10]3([C:45]4[C:46](=[CH:47][C:42]5[O:41][CH2:60][CH2:59][O:63][C:43]=5[CH:44]=4)[O:12][CH2:11]3)[C:2]2=[O:1])=[N:25][CH:26]=[CH:27][CH:28]=1. The yield is 0.320. (5) The reactants are [O:1]1[C:10]2[CH:9]=[C:8]([CH2:11][OH:12])[N:7]=[CH:6][C:5]=2[O:4][CH2:3][CH2:2]1. The catalyst is ClCCl.[O-2].[O-2].[Mn+4]. The product is [O:1]1[C:10]2[CH:9]=[C:8]([CH:11]=[O:12])[N:7]=[CH:6][C:5]=2[O:4][CH2:3][CH2:2]1. The yield is 0.610. (6) The reactants are ClC(Cl)(Cl)CO[C:5](=[O:27])[NH:6][C:7]1[N:8]([C:16]2[CH:21]=[CH:20][CH:19]=[C:18]([O:22][C@H:23]([CH3:26])[CH2:24][OH:25])[CH:17]=2)[N:9]=[C:10]([C:12]([CH3:15])([CH3:14])[CH3:13])[CH:11]=1.[CH3:30][C@H:31]1[CH2:36][CH2:35][CH2:34][CH2:33][N:32]1[C:37]1[N:41]2[CH:42]=[C:43]([O:46][C@H:47]3[C:56]4[C:51](=[CH:52][CH:53]=[CH:54][CH:55]=4)[C@@H:50]([NH2:57])[CH2:49][CH2:48]3)[CH:44]=[CH:45][C:40]2=[N:39][N:38]=1.CCN(C(C)C)C(C)C. The catalyst is O1CCOCC1. The product is [C:12]([C:10]1[CH:11]=[C:7]([NH:6][C:5]([NH:57][C@@H:50]2[C:51]3[C:56](=[CH:55][CH:54]=[CH:53][CH:52]=3)[C@H:47]([O:46][C:43]3[CH:44]=[CH:45][C:40]4[N:41]([C:37]([N:32]5[CH2:33][CH2:34][CH2:35][CH2:36][C@@H:31]5[CH3:30])=[N:38][N:39]=4)[CH:42]=3)[CH2:48][CH2:49]2)=[O:27])[N:8]([C:16]2[CH:21]=[CH:20][CH:19]=[C:18]([O:22][C@H:23]([CH3:26])[CH2:24][OH:25])[CH:17]=2)[N:9]=1)([CH3:15])([CH3:13])[CH3:14]. The yield is 0.610. (7) The reactants are [C:1]([O:5][C:6]([C:8]1[CH:30]=[CH:29][C:11]([O:12][C:13]2[CH:22]=[C:21]3[C:16]([CH:17]([C:23]([O:25][CH2:26][CH3:27])=[O:24])[CH2:18][CH2:19][O:20]3)=[CH:15][C:14]=2Cl)=[C:10]([N+:31]([O-:33])=[O:32])[CH:9]=1)=[O:7])([CH3:4])([CH3:3])[CH3:2].P([O-])([O-])([O-])=O.[K+].[K+].[K+].C1(P([CH:55]2[CH2:60][CH2:59]CCC2)C2CCCCC2)CCCCC1.C1(B(O)O)CC1. The catalyst is C1(C)C=CC=CC=1.C([O-])(=O)C.[Pd+2].C([O-])(=O)C.O. The product is [C:1]([O:5][C:6]([C:8]1[CH:30]=[CH:29][C:11]([O:12][C:13]2[CH:22]=[C:21]3[C:16]([CH:17]([C:23]([O:25][CH2:26][CH3:27])=[O:24])[CH2:18][CH2:19][O:20]3)=[CH:15][C:14]=2[CH:59]2[CH2:60][CH2:55]2)=[C:10]([N+:31]([O-:33])=[O:32])[CH:9]=1)=[O:7])([CH3:4])([CH3:3])[CH3:2]. The yield is 0.280. (8) The reactants are [Br:1][C:2]1[CH:3]=[CH:4][C:5]2[N:11]3[CH:12]=[N:13][C:14]([C:15]([O:17]CC)=[O:16])=[C:10]3[CH2:9][N:8]=[C:7]([C:20]3[CH:25]=[CH:24][CH:23]=[CH:22][CH:21]=3)[C:6]=2[CH:26]=1.[OH-].[Na+]. The catalyst is CCO. The product is [Br:1][C:2]1[CH:3]=[CH:4][C:5]2[N:11]3[CH:12]=[N:13][C:14]([C:15]([OH:17])=[O:16])=[C:10]3[CH2:9][N:8]=[C:7]([C:20]3[CH:25]=[CH:24][CH:23]=[CH:22][CH:21]=3)[C:6]=2[CH:26]=1. The yield is 0.966. (9) The reactants are [C:1]([O:5][C:6](=[O:25])[N:7]([CH2:9][C:10]1[CH:14]=[C:13](Br)[N:12]([S:16]([C:19]2[CH:20]=[N:21][CH:22]=[CH:23][CH:24]=2)(=[O:18])=[O:17])[CH:11]=1)[CH3:8])([CH3:4])([CH3:3])[CH3:2].[F:26][CH:27]([F:44])[O:28][C:29]1[CH:34]=[CH:33][C:32](B2OC(C)(C)C(C)(C)O2)=[CH:31][CH:30]=1.C(=O)([O-])[O-].[Na+].[Na+]. The catalyst is C(COC)OC.O.C1C=CC([P]([Pd]([P](C2C=CC=CC=2)(C2C=CC=CC=2)C2C=CC=CC=2)([P](C2C=CC=CC=2)(C2C=CC=CC=2)C2C=CC=CC=2)[P](C2C=CC=CC=2)(C2C=CC=CC=2)C2C=CC=CC=2)(C2C=CC=CC=2)C2C=CC=CC=2)=CC=1. The product is [C:1]([O:5][C:6](=[O:25])[N:7]([CH2:9][C:10]1[CH:14]=[C:13]([C:32]2[CH:33]=[CH:34][C:29]([O:28][CH:27]([F:44])[F:26])=[CH:30][CH:31]=2)[N:12]([S:16]([C:19]2[CH:20]=[N:21][CH:22]=[CH:23][CH:24]=2)(=[O:18])=[O:17])[CH:11]=1)[CH3:8])([CH3:4])([CH3:3])[CH3:2]. The yield is 1.00. (10) The reactants are [Br:1][C:2]1[CH:7]=[CH:6][C:5]([CH2:8]Br)=[C:4]([CH2:10][CH3:11])[CH:3]=1.[C-:12]#[N:13].[K+]. The catalyst is CN(C=O)C.O.CCOCC. The product is [Br:1][C:2]1[CH:7]=[CH:6][C:5]([CH2:8][C:12]#[N:13])=[C:4]([CH2:10][CH3:11])[CH:3]=1. The yield is 0.800.